Dataset: Catalyst prediction with 721,799 reactions and 888 catalyst types from USPTO. Task: Predict which catalyst facilitates the given reaction. (1) Reactant: [NH2:1][C:2]1[C:7]([OH:8])=[CH:6][CH:5]=[CH:4][N:3]=1.[C:9]([CH:12]1[CH2:17][CH2:16][O:15][C:13]1=[O:14])(=O)[CH3:10].C1(C)C=CC(S(O)(=O)=O)=CC=1. Product: [OH:8][C:7]1[C:2]2=[N:1][C:9]([CH3:10])=[C:12]([CH2:17][CH2:16][OH:15])[C:13](=[O:14])[N:3]2[CH:4]=[CH:5][CH:6]=1. The catalyst class is: 113. (2) The catalyst class is: 20. Reactant: C[O:2][C:3](=[O:35])[C@:4]([F:34])([C:20]([F:33])([F:32])[C:21]([F:31])([F:30])[O:22]C(OC(C)(C)C)=O)[N:5]([F:19])[C:6]([C:15]([F:18])([F:17])[F:16])([C:11]([F:14])([F:13])[F:12])[C:7]([F:10])([F:9])[F:8].[Li+].[OH-].Cl. Product: [F:19][N:5]([C:6]([C:15]([F:16])([F:17])[F:18])([C:7]([F:8])([F:9])[F:10])[C:11]([F:12])([F:13])[F:14])[C@:4]([F:34])([C:3]([OH:35])=[O:2])[C:20]([F:33])([F:32])[C:21]([F:31])([F:30])[OH:22].